Predict the reactants needed to synthesize the given product. From a dataset of Full USPTO retrosynthesis dataset with 1.9M reactions from patents (1976-2016). (1) Given the product [O:2]1[CH2:16][CH2:17][O:18][CH:1]1[C:3]1[CH:12]=[CH:11][C:6]([C:7]([O:9][CH3:10])=[O:8])=[CH:5][C:4]=1[N+:13]([O-:15])=[O:14], predict the reactants needed to synthesize it. The reactants are: [CH:1]([C:3]1[CH:12]=[CH:11][C:6]([C:7]([O:9][CH3:10])=[O:8])=[CH:5][C:4]=1[N+:13]([O-:15])=[O:14])=[O:2].[CH2:16](O)[CH2:17][OH:18]. (2) Given the product [C:1]([C:3]1[CH:4]=[CH:5][C:6]([NH:9][CH2:10][C:11]2[N:15]([CH3:16])[C:14]3[CH:17]=[CH:18][C:19]([C@@:21]([NH:30][CH2:32][C:33]([O:35][CH2:36][CH3:37])=[O:34])([C:23]([N:25]4[CH2:29][CH2:28][CH2:27][CH2:26]4)=[O:24])[CH3:22])=[CH:20][C:13]=3[N:12]=2)=[CH:7][CH:8]=1)#[N:2], predict the reactants needed to synthesize it. The reactants are: [C:1]([C:3]1[CH:8]=[CH:7][C:6]([NH:9][CH2:10][C:11]2[N:15]([CH3:16])[C:14]3[CH:17]=[CH:18][C:19]([C@@:21]([NH2:30])([C:23]([N:25]4[CH2:29][CH2:28][CH2:27][CH2:26]4)=[O:24])[CH3:22])=[CH:20][C:13]=3[N:12]=2)=[CH:5][CH:4]=1)#[N:2].I[CH2:32][C:33]([O:35][CH2:36][CH3:37])=[O:34].C(=O)([O-])[O-].[K+].[K+]. (3) The reactants are: [C:1]1([S:7]([C:10]2[CH:11]=[CH:12][C:13]([CH2:20][CH2:21][CH3:22])=[C:14]([S:16](Cl)(=[O:18])=[O:17])[CH:15]=2)(=[O:9])=[O:8])[CH:6]=[CH:5][CH:4]=[CH:3][CH:2]=1.[N:23]1([CH2:28][CH2:29][CH2:30][NH2:31])[CH:27]=[CH:26][N:25]=[CH:24]1. Given the product [N:23]1([CH2:28][CH2:29][CH2:30][NH:31][S:16]([C:14]2[CH:15]=[C:10]([S:7]([C:1]3[CH:6]=[CH:5][CH:4]=[CH:3][CH:2]=3)(=[O:9])=[O:8])[CH:11]=[CH:12][C:13]=2[CH2:20][CH2:21][CH3:22])(=[O:18])=[O:17])[CH:27]=[CH:26][N:25]=[CH:24]1, predict the reactants needed to synthesize it. (4) Given the product [NH2:13][CH2:12][CH2:11][CH2:10][C:6]1[CH:5]=[C:4]([CH2:3][C:2]([CH3:28])([OH:1])[CH2:24][CH2:25][CH2:26][CH3:27])[CH:9]=[CH:8][CH:7]=1, predict the reactants needed to synthesize it. The reactants are: [OH:1][C:2]([CH3:28])([CH2:24][CH2:25][CH2:26][CH3:27])[CH2:3][C:4]1[CH:5]=[C:6]([CH2:10][CH2:11][CH2:12][N:13]2C(=O)C3C(=CC=CC=3)C2=O)[CH:7]=[CH:8][CH:9]=1.N.CO. (5) Given the product [F:10][C:9]1[C:4](=[NH:3])[N:5]([CH2:1][OH:2])[C:6](=[O:21])[N:7]([S:11]([C:14]2[CH:20]=[CH:19][C:17]([CH3:18])=[CH:16][CH:15]=2)(=[O:12])=[O:13])[CH:8]=1, predict the reactants needed to synthesize it. The reactants are: [CH2:1]=[O:2].[NH2:3][C:4]1[C:9]([F:10])=[CH:8][N:7]([S:11]([C:14]2[CH:20]=[CH:19][C:17]([CH3:18])=[CH:16][CH:15]=2)(=[O:13])=[O:12])[C:6](=[O:21])[N:5]=1. (6) Given the product [CH:25]([C:29]1[CH:34]=[CH:33][CH:32]=[CH:31][C:30]=1[O:1][CH:2]1[CH2:7][CH2:6][N:5]([C:8]2[N:13]=[N:12][C:11]([C:14]3[CH:15]=[N:16][CH:17]=[C:18]([CH:24]=3)[C:19]([O:21][CH2:22][CH3:23])=[O:20])=[CH:10][CH:9]=2)[CH2:4][CH2:3]1)([CH2:27][CH3:28])[CH3:26], predict the reactants needed to synthesize it. The reactants are: [OH:1][CH:2]1[CH2:7][CH2:6][N:5]([C:8]2[N:13]=[N:12][C:11]([C:14]3[CH:15]=[N:16][CH:17]=[C:18]([CH:24]=3)[C:19]([O:21][CH2:22][CH3:23])=[O:20])=[CH:10][CH:9]=2)[CH2:4][CH2:3]1.[CH:25]([C:29]1[CH:34]=[CH:33][CH:32]=[CH:31][C:30]=1O)([CH2:27][CH3:28])[CH3:26].